From a dataset of Experimentally validated miRNA-target interactions with 360,000+ pairs, plus equal number of negative samples. Binary Classification. Given a miRNA mature sequence and a target amino acid sequence, predict their likelihood of interaction. (1) The miRNA is hsa-miR-526b-3p with sequence GAAAGUGCUUCCUUUUAGAGGC. The protein sequence of the target gene is MDWGTELWDQFEVLERHTQWGLDLLDRYVKFVKERTEVEQAYAKQLRSLVKKYLPKRPAKDDPESKFSQQQSFVQILQEVNDFAGQRELVAENLSVRVCLELTKYSQEMKQERKMHFQEGRRAQQQLENGFKQLENSKRKFERDCREAEKAAQTAERLDQDINATKADVEKAKQQAHLRSHMAEESKNEYAAQLQRFNRDQAHFYFSQMPQIFDKLQDMDERRATRLGAGYGLLSEAELEVVPIIAKCLEGMKVAANAVDPKNDSHVLIELHKSGFARPGDVEFEDFSQPMNRAPSDSSL.... Result: 1 (interaction). (2) The miRNA is hsa-miR-2113 with sequence AUUUGUGCUUGGCUCUGUCAC. The protein sequence of the target gene is MEAARTERPAGRPGAPLVRTGLLLLSTWVLAGAEITWDATGGPGRPAAPASRPPALSPLSPRAVASQWPEELASARRAAVLGRRAGPELLPQQGGGRGGEMQVEAGGTSPAGERRGRGIPAPAKLGGARRSRRAQPPITQERGDAWATAPADGSRGSRPLAKGSREEVKAPRAGGSAAEDLRLPSTSFALTGDSAHNQAMVHWSGHNSSVILILTKLYDFNLGSVTESSLWRSTDYGTTYEKLNDKVGLKTVLSYLYVNPTNKRKIMLLSDPEMESSILISSDEGATYQKYRLTFYIQSL.... Result: 0 (no interaction). (3) The miRNA is mmu-miR-1951 with sequence GUAGUGGAGACUGGUGUGGCUA. The protein sequence of the target gene is MRPGGFLGAGQRLSRAMSRCVLEPRPPGKRWMVAGLGNPGLPGTRHSVGMAVLGQLARRLGVAESWTRDRHCAADLALAPLGDAQLVLLRPRRLMNANGRSVARAAELFGLTAEEVYLVHDELDKPLGRLALKLGGSARGHNGVRSCISCLNSNAMPRLRVGIGRPAHPEAVQAHVLGCFSPAEQELLPLLLDRATDLILDHIRERSQGPSLGP. Result: 0 (no interaction). (4) The miRNA is hsa-miR-664b-3p with sequence UUCAUUUGCCUCCCAGCCUACA. The protein sequence of the target gene is MVLILGRRLNREDLGVRDSPATKRKVFEMDPKSLTGHEYFDFSSGSSHAENILQIFNEFRDSRLFTDVIICVEGKEFPCHRAVLSACSSYFRAMFCNDHRESREMLVEINGILAEAMECFLQYVYTGKVKITTENVQYLFETSSLFQISVLRDACAKFLEEQLDPCNCLGIQRFADTHSLKTLFTKCKTFALQTFEDVSQHEEFLELDKDELIDYICSDELVIGKEEMVFEAVMRWVYRAVDLRRPLLHELLTHVRLPLLHPNYFVQTVEVDQLIQNSPECYQLLHEARRYHILGNEMMS.... Result: 0 (no interaction).